Dataset: Forward reaction prediction with 1.9M reactions from USPTO patents (1976-2016). Task: Predict the product of the given reaction. (1) Given the reactants [NH:1]1[CH2:6][CH2:5][CH:4]([C@H:7]2[CH2:9][C@H:8]2[CH2:10][CH2:11][OH:12])[CH2:3][CH2:2]1.Cl[C:14]1[N:19]=[CH:18][C:17]([CH2:20][O:21][CH3:22])=[CH:16][N:15]=1.C(=O)([O-])[O-].[K+].[K+], predict the reaction product. The product is: [CH3:22][O:21][CH2:20][C:17]1[CH:16]=[N:15][C:14]([N:1]2[CH2:6][CH2:5][CH:4]([C@H:7]3[CH2:9][C@H:8]3[CH2:10][CH2:11][OH:12])[CH2:3][CH2:2]2)=[N:19][CH:18]=1. (2) Given the reactants [CH2:1]([O:3][C:4](=[O:16])[C:5](O)=[CH:6][C:7](=[O:14])[C:8]1[CH:13]=[CH:12][CH:11]=[CH:10][CH:9]=1)[CH3:2].Cl.[NH2:18]O, predict the reaction product. The product is: [CH2:1]([O:3][C:4]([C:5]1[CH:6]=[C:7]([C:8]2[CH:13]=[CH:12][CH:11]=[CH:10][CH:9]=2)[O:14][N:18]=1)=[O:16])[CH3:2].